Dataset: Peptide-MHC class I binding affinity with 185,985 pairs from IEDB/IMGT. Task: Regression. Given a peptide amino acid sequence and an MHC pseudo amino acid sequence, predict their binding affinity value. This is MHC class I binding data. (1) The peptide sequence is FFNKTLILL. The MHC is HLA-A29:02 with pseudo-sequence HLA-A29:02. The binding affinity (normalized) is 0.148. (2) The peptide sequence is RQERLQRRR. The MHC is HLA-A03:02 with pseudo-sequence HLA-A03:02. The binding affinity (normalized) is 0.429. (3) The peptide sequence is IQDEIVAAY. The MHC is HLA-A69:01 with pseudo-sequence HLA-A69:01. The binding affinity (normalized) is 0.0847. (4) The peptide sequence is RFNAIWFNH. The MHC is HLA-A03:01 with pseudo-sequence HLA-A03:01. The binding affinity (normalized) is 0.0847.